From a dataset of Forward reaction prediction with 1.9M reactions from USPTO patents (1976-2016). Predict the product of the given reaction. Given the reactants [CH2:1]([O:8][C:9]([NH:11][CH:12]1[N:18]=[C:17]([CH3:19])[C:16]2[CH:20]=[CH:21][CH:22]=[C:23]([CH3:24])[C:15]=2[NH:14][C:13]1=[O:25])=[O:10])[C:2]1[CH:7]=[CH:6][CH:5]=[CH:4][CH:3]=1.ClC1C=CC=C(C(OO)=[O:34])C=1, predict the reaction product. The product is: [CH2:1]([O:8][C:9]([NH:11][CH:12]1[N+:18]([O-:34])=[C:17]([CH3:19])[C:16]2[CH:20]=[CH:21][CH:22]=[C:23]([CH3:24])[C:15]=2[NH:14][C:13]1=[O:25])=[O:10])[C:2]1[CH:7]=[CH:6][CH:5]=[CH:4][CH:3]=1.